This data is from Peptide-MHC class II binding affinity with 134,281 pairs from IEDB. The task is: Regression. Given a peptide amino acid sequence and an MHC pseudo amino acid sequence, predict their binding affinity value. This is MHC class II binding data. The peptide sequence is TRKIMKVVNRWLFRH. The MHC is HLA-DQA10501-DQB10302 with pseudo-sequence HLA-DQA10501-DQB10302. The binding affinity (normalized) is 0.150.